From a dataset of Reaction yield outcomes from USPTO patents with 853,638 reactions. Predict the reaction yield, written as a fraction of the theoretical maximum amount of product (1.0 means a 100% yield; for example, 0.34 means a 34% yield). (1) The reactants are Cl[S:2]([C:5]1[CH:13]=[CH:12][C:8]([C:9]([OH:11])=[O:10])=[CH:7][CH:6]=1)(=[O:4])=[O:3].[NH2:14][C:15]1[CH:16]=[C:17]([C:21]2[C:30]3[C:25](=[C:26]([C:31]([F:34])([F:33])[F:32])[CH:27]=[CH:28][CH:29]=3)[N:24]=[CH:23][C:22]=2[C:35]([C:37]2[CH:42]=[CH:41][CH:40]=[CH:39][CH:38]=2)=[O:36])[CH:18]=[CH:19][CH:20]=1.C(N(CC)CC)C. The catalyst is C1COCC1.C(OCC)(=O)C. The product is [C:35]([C:22]1[CH:23]=[N:24][C:25]2[C:30]([C:21]=1[C:17]1[CH:16]=[C:15]([NH:14][S:2]([C:5]3[CH:13]=[CH:12][C:8]([C:9]([OH:11])=[O:10])=[CH:7][CH:6]=3)(=[O:4])=[O:3])[CH:20]=[CH:19][CH:18]=1)=[CH:29][CH:28]=[CH:27][C:26]=2[C:31]([F:34])([F:32])[F:33])(=[O:36])[C:37]1[CH:38]=[CH:39][CH:40]=[CH:41][CH:42]=1. The yield is 0.500. (2) The reactants are [N:1]1[CH:6]=[CH:5][C:4]([C:7]2[C:16]3[C:11](=[CH:12][CH:13]=[C:14]([CH:17]=O)[CH:15]=3)[N:10]=[CH:9][CH:8]=2)=[CH:3][CH:2]=1.C1(P(=[CH:38][C:39]([O:41][CH3:42])=[O:40])(C2C=CC=CC=2)C2C=CC=CC=2)C=CC=CC=1. The catalyst is CO. The product is [N:1]1[CH:2]=[CH:3][C:4]([C:7]2[C:16]3[C:11](=[CH:12][CH:13]=[C:14]([CH:17]=[CH:38][C:39]([O:41][CH3:42])=[O:40])[CH:15]=3)[N:10]=[CH:9][CH:8]=2)=[CH:5][CH:6]=1. The yield is 0.950. (3) The reactants are [C:1]1([C:7]([C:20]2[CH:25]=CC=CC=2)=[N:8][NH:9][C:10]2[CH:11]=[C:12]3[C:17](=[CH:18][CH:19]=2)[N:16]=[CH:15][CH:14]=[CH:13]3)[CH:6]=CC=C[CH:2]=1.CC(C)C(=O)CC#[N:31]. No catalyst specified. The product is [CH:1]([C:7]1[CH:20]=[C:25]([NH2:31])[N:9]([C:10]2[CH:11]=[C:12]3[C:17](=[CH:18][CH:19]=2)[N:16]=[CH:15][CH:14]=[CH:13]3)[N:8]=1)([CH3:2])[CH3:6]. The yield is 0.360. (4) The reactants are [NH2:1][C:2]1[N:3]=[C:4]([CH3:17])[N:5]([CH3:16])[C:6]=1[C:7]([C:9]1[CH:14]=[CH:13][C:12]([CH3:15])=[CH:11][CH:10]=1)=O.O=[C:19]([CH3:30])[CH2:20][CH:21]([CH2:27][CH2:28][CH3:29])[C:22]([O:24][CH2:25][CH3:26])=[O:23].Cl[Si](C)(C)C.O. The catalyst is CN(C=O)C. The product is [CH3:16][N:5]1[C:6]2[C:2](=[N:1][C:19]([CH3:30])=[C:20]([CH:21]([CH2:27][CH2:28][CH3:29])[C:22]([O:24][CH2:25][CH3:26])=[O:23])[C:7]=2[C:9]2[CH:14]=[CH:13][C:12]([CH3:15])=[CH:11][CH:10]=2)[N:3]=[C:4]1[CH3:17]. The yield is 0.940. (5) The reactants are [C:1]([O:5][C:6]([N:8]1[CH2:13][CH2:12][CH:11]([O:14][C:15]2[CH:16]=[C:17]([CH:21]=[CH:22][CH:23]=2)[C:18](O)=[O:19])[CH2:10][CH2:9]1)=[O:7])([CH3:4])([CH3:3])[CH3:2].[NH2:24][C:25]1[CH:26]=[C:27]([NH:32][C:33](=[O:45])[C:34]2[CH:39]=[CH:38][CH:37]=[C:36]([N:40]3[CH2:44][CH2:43][CH2:42][CH2:41]3)[CH:35]=2)[CH:28]=[CH:29][C:30]=1[CH3:31]. No catalyst specified. The product is [CH3:31][C:30]1[CH:29]=[CH:28][C:27]([NH:32][C:33](=[O:45])[C:34]2[CH:39]=[CH:38][CH:37]=[C:36]([N:40]3[CH2:41][CH2:42][CH2:43][CH2:44]3)[CH:35]=2)=[CH:26][C:25]=1[NH:24][C:18](=[O:19])[C:17]1[CH:21]=[CH:22][CH:23]=[C:15]([O:14][CH:11]2[CH2:10][CH2:9][N:8]([C:6]([O:5][C:1]([CH3:2])([CH3:3])[CH3:4])=[O:7])[CH2:13][CH2:12]2)[CH:16]=1. The yield is 0.690. (6) The reactants are CO[C:3]([C:5]1[CH2:10][CH:9]([CH2:11][CH2:12][O:13][CH2:14][C:15]2[CH:20]=[CH:19][CH:18]=[CH:17][CH:16]=2)[CH2:8][CH2:7][CH:6]=1)=O.CC(C[AlH]CC(C)C)C.N1C=CC=CC=1.S(=O)(=O)=O.[H-].[H-].[H-].[H-].[Li+].[Al+3]. The catalyst is C1COCC1. The product is [CH3:3][C:5]1[CH2:10][CH:9]([CH2:11][CH2:12][O:13][CH2:14][C:15]2[CH:16]=[CH:17][CH:18]=[CH:19][CH:20]=2)[CH2:8][CH2:7][CH:6]=1. The yield is 0.820. (7) No catalyst specified. The yield is 0.870. The product is [Br:1][C:2]1[N:3]=[C:4]([CH:12]2[CH2:20][CH2:19][CH2:18][C:17]3[N:16]([CH3:21])[N:15]=[CH:14][C:13]2=3)[N:5]2[CH:10]=[CH:9][N:8]=[C:7]([NH2:22])[C:6]=12. The reactants are [Br:1][C:2]1[N:3]=[C:4]([CH:12]2[CH2:20][CH2:19][CH2:18][CH:17]3[CH:13]2[CH:14]=[N:15][N:16]3[CH3:21])[N:5]2[CH:10]=[CH:9][N:8]=[C:7](Cl)[C:6]=12.[NH3:22].CC(O)C.